Dataset: Forward reaction prediction with 1.9M reactions from USPTO patents (1976-2016). Task: Predict the product of the given reaction. (1) Given the reactants Br[C:2]1[S:3][CH:4]=[C:5]([C:7]([O:9][CH3:10])=[O:8])[N:6]=1.C[CH2:12][N:13](C(C)C)[CH:14](C)C.[CH2:20]1[CH2:24][O:23][CH2:22][CH2:21]1, predict the reaction product. The product is: [CH:24]12[O:23][CH:22]([CH2:21][CH2:20]1)[CH2:14][N:13]([C:2]1[S:3][CH:4]=[C:5]([C:7]([O:9][CH3:10])=[O:8])[N:6]=1)[CH2:12]2. (2) Given the reactants [CH2:1]([O:3][C:4](=[O:9])[CH2:5][C:6]([CH3:8])=O)[CH3:2].[CH2:10]([O:12][C:13]1[CH:20]=[CH:19][CH:18]=[C:17]([CH2:21][CH2:22][CH2:23][CH2:24][CH2:25][CH2:26][CH2:27][CH2:28][CH2:29][CH2:30][CH2:31][CH2:32][CH2:33][CH2:34][CH3:35])[C:14]=1[CH:15]=O)[CH3:11].[NH2:36][C:37]([NH2:39])=[O:38].Cl, predict the reaction product. The product is: [CH2:1]([O:3][C:4]([C:5]1[CH:15]([C:14]2[C:17]([CH2:21][CH2:22][CH2:23][CH2:24][CH2:25][CH2:26][CH2:27][CH2:28][CH2:29][CH2:30][CH2:31][CH2:32][CH2:33][CH2:34][CH3:35])=[CH:18][CH:19]=[CH:20][C:13]=2[O:12][CH2:10][CH3:11])[NH:36][C:37](=[O:38])[NH:39][C:6]=1[CH3:8])=[O:9])[CH3:2]. (3) The product is: [Cl:1][C:2]1[CH:7]=[C:6]([OH:8])[C:5]([C:22]2[CH:27]=[CH:26][N:25]=[N:24][CH:23]=2)=[CH:4][C:3]=1[C:10]1[CH:15]=[CH:14][C:13]([F:16])=[CH:12][CH:11]=1. Given the reactants [Cl:1][C:2]1[CH:7]=[C:6]([OH:8])[C:5](I)=[CH:4][C:3]=1[C:10]1[CH:15]=[CH:14][C:13]([F:16])=[CH:12][CH:11]=1.C([Sn](CCCC)(CCCC)[C:22]1[CH:27]=[CH:26][N:25]=[N:24][CH:23]=1)CCC.[F-].[Cs+], predict the reaction product. (4) Given the reactants [NH2:1][N:2]1[N:11]=[C:10]([C:12]2[CH:17]=[CH:16][C:15]([Cl:18])=[CH:14][CH:13]=2)[C:9]2[C:4](=[CH:5][CH:6]=[CH:7][CH:8]=2)[C:3]1=[O:19].[C:20]1([C@@H:26]2[CH2:28][C@H:27]2[C:29](Cl)=[O:30])[CH:25]=[CH:24][CH:23]=[CH:22][CH:21]=1, predict the reaction product. The product is: [Cl:18][C:15]1[CH:16]=[CH:17][C:12]([C:10]2[C:9]3[C:4](=[CH:5][CH:6]=[CH:7][CH:8]=3)[C:3](=[O:19])[N:2]([NH:1][C:29]([C@@H:27]3[CH2:28][C@H:26]3[C:20]3[CH:25]=[CH:24][CH:23]=[CH:22][CH:21]=3)=[O:30])[N:11]=2)=[CH:13][CH:14]=1. (5) Given the reactants [Cl:1][C:2]1[CH:7]=[CH:6][C:5]([CH:8]2[CH2:13][CH2:12][N:11](C(OC(C)(C)C)=O)[CH2:10][CH2:9]2)=[CH:4][CH:3]=1.FC(F)(F)C(O)=O, predict the reaction product. The product is: [Cl:1][C:2]1[CH:7]=[CH:6][C:5]([CH:8]2[CH2:9][CH2:10][NH:11][CH2:12][CH2:13]2)=[CH:4][CH:3]=1. (6) Given the reactants [CH3:1][O:2][CH2:3][CH2:4][CH2:5][CH:6]1[CH2:11][CH2:10][CH2:9][NH:8][CH2:7]1.[F:12][C:13]([F:18])([F:17])[CH:14]1[CH2:16][O:15]1, predict the reaction product. The product is: [F:12][C:13]([F:18])([F:17])[CH:14]([OH:15])[CH2:16][N:8]1[CH2:9][CH2:10][CH2:11][CH:6]([CH2:5][CH2:4][CH2:3][O:2][CH3:1])[CH2:7]1. (7) Given the reactants C([O:3][C:4]([C:6]1[CH:14]=[C:13]2[C:9]([C:10]([C:25](=[O:36])[NH:26][CH2:27][C:28]3[CH:33]=[C:32]([F:34])[CH:31]=[C:30]([F:35])[CH:29]=3)=[C:11]([CH:22]([CH3:24])[CH3:23])[N:12]2[CH2:15][C:16]2[CH:21]=[CH:20][CH:19]=[CH:18][N:17]=2)=[CH:8][CH:7]=1)=[O:5])C.[OH-].[Na+].O, predict the reaction product. The product is: [F:35][C:30]1[CH:29]=[C:28]([CH:33]=[C:32]([F:34])[CH:31]=1)[CH2:27][NH:26][C:25]([C:10]1[C:9]2[C:13](=[CH:14][C:6]([C:4]([OH:5])=[O:3])=[CH:7][CH:8]=2)[N:12]([CH2:15][C:16]2[CH:21]=[CH:20][CH:19]=[CH:18][N:17]=2)[C:11]=1[CH:22]([CH3:24])[CH3:23])=[O:36]. (8) Given the reactants [CH2:1]([Li])CCC.[CH:6]1([C:9]([CH:11]2[CH2:16][CH2:15][N:14]([C:17]([O:19][C:20]([CH3:23])([CH3:22])[CH3:21])=[O:18])[CH2:13][CH2:12]2)=O)[CH2:8][CH2:7]1, predict the reaction product. The product is: [CH:6]1([C:9]([CH:11]2[CH2:16][CH2:15][N:14]([C:17]([O:19][C:20]([CH3:23])([CH3:22])[CH3:21])=[O:18])[CH2:13][CH2:12]2)=[CH2:1])[CH2:8][CH2:7]1. (9) Given the reactants [NH2:1][C:2]1[C:11]2[C:6](=[CH:7][CH:8]=[CH:9][CH:10]=2)[C:5]([CH2:12][C@@H:13]([C:22]([O:24]C)=[O:23])[NH:14][C:15]([O:17][C:18]([CH3:21])([CH3:20])[CH3:19])=[O:16])=[CH:4][CH:3]=1.[OH-].[Na+], predict the reaction product. The product is: [NH2:1][C:2]1[C:11]2[C:6](=[CH:7][CH:8]=[CH:9][CH:10]=2)[C:5]([CH2:12][C@@H:13]([C:22]([OH:24])=[O:23])[NH:14][C:15]([O:17][C:18]([CH3:19])([CH3:20])[CH3:21])=[O:16])=[CH:4][CH:3]=1.